Task: Predict the reaction yield, written as a fraction of the theoretical maximum amount of product (1.0 means a 100% yield; for example, 0.34 means a 34% yield).. Dataset: Reaction yield outcomes from USPTO patents with 853,638 reactions (1) The reactants are [NH2:1][C:2]1[C:3]([Cl:12])=[C:4]([CH:8]=[C:9]([Cl:11])[CH:10]=1)[C:5]([OH:7])=[O:6].S(=O)(=O)(O)O.[OH-].[Na+].[CH3:20]O. The catalyst is O. The product is [NH2:1][C:2]1[C:3]([Cl:12])=[C:4]([CH:8]=[C:9]([Cl:11])[CH:10]=1)[C:5]([O:7][CH3:20])=[O:6]. The yield is 0.790. (2) The reactants are S[C:2]1[CH:3]=[C:4]([CH2:8][C:9]([O:11][CH3:12])=[O:10])[CH:5]=[CH:6][CH:7]=1.[N+]([O-])([O-])=O.[K+].[S:18]([Cl:22])(Cl)(=[O:20])=[O:19].C(=O)(O)[O-].[Na+]. The catalyst is C(#N)C.C(OCC)(=O)C. The product is [Cl:22][S:18]([C:6]1[CH:5]=[C:4]([CH2:8][C:9]([O:11][CH3:12])=[O:10])[CH:3]=[CH:2][CH:7]=1)(=[O:20])=[O:19]. The yield is 0.790. (3) The reactants are CCCC[N+](CCCC)(CCCC)CCCC.[F-].[Si]([O:36][CH2:37][C@@H:38]1[CH2:43][CH:42]2[CH:40]([CH2:41]2)[N:39]1[C:44]([O:46][C:47]([CH3:50])([CH3:49])[CH3:48])=[O:45])(C(C)(C)C)(C1C=CC=CC=1)C1C=CC=CC=1.[NH4+].[Cl-]. The catalyst is C1COCC1. The product is [OH:36][CH2:37][C@@H:38]1[CH2:43][CH:42]2[CH:40]([CH2:41]2)[N:39]1[C:44]([O:46][C:47]([CH3:50])([CH3:49])[CH3:48])=[O:45]. The yield is 0.940. (4) The reactants are [C:1]([O:3][CH2:4][CH3:5])#[CH:2].[Li]CCCC.[C:11]1(=[O:16])[CH2:15][CH2:14][CH2:13][CH2:12]1.[NH4+].[Cl-]. The catalyst is C1COCC1. The product is [CH2:1]([O:3][C:4]#[C:5][C:11]1([OH:16])[CH2:15][CH2:14][CH2:13][CH2:12]1)[CH3:2]. The yield is 0.500. (5) The reactants are [CH2:1]([O:8][C:9]1[C:14]([C:15]#[N:16])=[C:13]([NH:17][NH2:18])[N:12]=[CH:11][CH:10]=1)[C:2]1[CH:7]=[CH:6][CH:5]=[CH:4][CH:3]=1.CCN(CC)CC.[CH:26]1([CH2:29][C:30](Cl)=[O:31])[CH2:28][CH2:27]1. The catalyst is C(Cl)Cl. The product is [C:15]([C:14]1[C:13]([NH:17][NH:18][C:30](=[O:31])[CH2:29][CH:26]2[CH2:28][CH2:27]2)=[N:12][CH:11]=[CH:10][C:9]=1[O:8][CH2:1][C:2]1[CH:3]=[CH:4][CH:5]=[CH:6][CH:7]=1)#[N:16]. The yield is 0.910. (6) The reactants are [NH2:1][C@:2]12[CH2:37][CH2:36][C@@H:35]([C:38]([CH3:40])=[CH2:39])[C@@H:3]1[C@@H:4]1[C@@:17]([CH3:20])([CH2:18][CH2:19]2)[C@@:16]2([CH3:21])[C@@H:7]([C@:8]3([CH3:34])[C@@H:13]([CH2:14][CH2:15]2)[C:12]([CH3:23])([CH3:22])[C:11]([C:24]2[CH:33]=[CH:32][C:27]([C:28]([O:30][CH3:31])=[O:29])=[CH:26][CH:25]=2)=[CH:10][CH2:9]3)[CH2:6][CH2:5]1.[CH:41]([S:43]([CH:46]=[CH2:47])(=[O:45])=[O:44])=[CH2:42]. The catalyst is CCO. The product is [CH3:20][C@:17]12[C@@:16]3([CH3:21])[C@@H:7]([C@:8]4([CH3:34])[C@@H:13]([CH2:14][CH2:15]3)[C:12]([CH3:22])([CH3:23])[C:11]([C:24]3[CH:25]=[CH:26][C:27]([C:28]([O:30][CH3:31])=[O:29])=[CH:32][CH:33]=3)=[CH:10][CH2:9]4)[CH2:6][CH2:5][C@@H:4]1[C@H:3]1[C@H:35]([C:38]([CH3:40])=[CH2:39])[CH2:36][CH2:37][C@:2]1([NH:1][CH2:47][CH2:46][S:43]([CH:41]=[CH2:42])(=[O:45])=[O:44])[CH2:19][CH2:18]2. The yield is 0.680. (7) The reactants are [Cl:1][C:2]1[CH:7]=[CH:6][C:5]([C:8]23[NH:21][CH2:20][CH2:19][N:9]2[C:10](=[O:18])[C:11]2[N:12]([N:14]=[C:15]([CH3:17])[CH:16]=2)[CH2:13]3)=[CH:4][CH:3]=1.[N:22]([CH2:25][CH2:26][C:27]1[CH:32]=[CH:31][CH:30]=[CH:29][CH:28]=1)=[C:23]=[O:24].O. The catalyst is N1C=CC=CC=1.C(Cl)Cl. The product is [Cl:1][C:2]1[CH:7]=[CH:6][C:5]([C:8]23[N:21]([C:23]([NH:22][CH2:25][CH2:26][C:27]4[CH:32]=[CH:31][CH:30]=[CH:29][CH:28]=4)=[O:24])[CH2:20][CH2:19][N:9]2[C:10](=[O:18])[C:11]2[N:12]([N:14]=[C:15]([CH3:17])[CH:16]=2)[CH2:13]3)=[CH:4][CH:3]=1. The yield is 0.990. (8) The reactants are [NH2:1][C:2]1[S:3][C:4]2[CH:10]=[C:9]([O:11][CH3:12])[CH:8]=[CH:7][C:5]=2[N:6]=1.[CH:13]([C:15]1[CH:24]=[CH:23][C:18]([C:19]([O:21][CH3:22])=[O:20])=[CH:17][CH:16]=1)=O.C(O[BH-](OC(=O)C)OC(=O)C)(=O)C.[Na+].C(O)(=O)C. The catalyst is ClC(Cl)C.C1COCC1. The yield is 0.510. The product is [CH3:22][O:21][C:19](=[O:20])[C:18]1[CH:23]=[CH:24][C:15]([CH2:13][NH:1][C:2]2[S:3][C:4]3[CH:10]=[C:9]([O:11][CH3:12])[CH:8]=[CH:7][C:5]=3[N:6]=2)=[CH:16][CH:17]=1. (9) The reactants are Cl[C:2]1[CH:3]=[CH:4][C:5]([C:8]2[CH:13]=[CH:12][CH:11]=[CH:10][CH:9]=2)=[N:6][CH:7]=1.[CH2:14]([Mg]Br)[CH3:15]. The catalyst is C1COCC1. The product is [CH2:14]([C:2]1[CH:3]=[CH:4][C:5]([C:8]2[CH:13]=[CH:12][CH:11]=[CH:10][CH:9]=2)=[N:6][CH:7]=1)[CH3:15]. The yield is 0.190. (10) The reactants are [F:1][C:2]([F:13])([F:12])[C:3]1[N:7]2[CH:8]=[CH:9][N:10]=[CH:11][C:6]2=[CH:5][N:4]=1.[C:14](O[C:14]([O:16][C:17]([CH3:20])([CH3:19])[CH3:18])=[O:15])([O:16][C:17]([CH3:20])([CH3:19])[CH3:18])=[O:15]. The catalyst is C(O)C.[Pd]. The product is [C:17]([O:16][C:14]([N:10]1[CH2:9][CH2:8][N:7]2[C:3]([C:2]([F:1])([F:12])[F:13])=[N:4][CH:5]=[C:6]2[CH2:11]1)=[O:15])([CH3:20])([CH3:19])[CH3:18]. The yield is 0.680.